This data is from Reaction yield outcomes from USPTO patents with 853,638 reactions. The task is: Predict the reaction yield, written as a fraction of the theoretical maximum amount of product (1.0 means a 100% yield; for example, 0.34 means a 34% yield). (1) The reactants are [OH:1][C:2]1[CH:9]=[CH:8][C:7]([Br:10])=[CH:6][C:3]=1[CH:4]=O.[C:11](#[N:14])[CH:12]=[CH2:13].N12CCN(CC1)CC2. The catalyst is C(OCC)C. The product is [Br:10][C:7]1[CH:6]=[C:3]2[C:2](=[CH:9][CH:8]=1)[O:1][CH2:13][C:12]([C:11]#[N:14])=[CH:4]2. The yield is 0.700. (2) The reactants are [CH2:1]([O:3][C:4]1[CH:9]=[CH:8][CH:7]=[CH:6][C:5]=1[C:10]1[N:15]=[CH:14][N:13]=[C:12]([NH:16][C:17]([CH:19]2[CH2:24][CH2:23][NH:22][CH2:21][CH2:20]2)=[O:18])[CH:11]=1)[CH3:2].C(=O)([O-])[O-].[K+].[K+].Br[CH:32]([CH3:34])[CH3:33]. The catalyst is CN(C=O)C. The product is [CH2:1]([O:3][C:4]1[CH:9]=[CH:8][CH:7]=[CH:6][C:5]=1[C:10]1[N:15]=[CH:14][N:13]=[C:12]([NH:16][C:17]([CH:19]2[CH2:24][CH2:23][N:22]([CH:32]([CH3:34])[CH3:33])[CH2:21][CH2:20]2)=[O:18])[CH:11]=1)[CH3:2]. The yield is 0.510. (3) The yield is 0.860. The catalyst is ClCCl.C([O-])(O)=O.[Na+]. The product is [C:25]([O:29][C:30]([N:9]1[CH2:10][CH2:11][C:5]2[C:4]([C:14]3[NH:15][N:16]=[N:17][C:18]=3[C:19]3[CH:20]=[CH:21][CH:22]=[CH:23][CH:24]=3)=[C:3]([Cl:2])[CH:13]=[CH:12][C:6]=2[CH2:7][CH2:8]1)=[O:31])([CH3:28])([CH3:27])[CH3:26]. The reactants are Cl.[Cl:2][C:3]1[CH:13]=[CH:12][C:6]2[CH2:7][CH2:8][NH:9][CH2:10][CH2:11][C:5]=2[C:4]=1[C:14]1[NH:15][N:16]=[N:17][C:18]=1[C:19]1[CH:24]=[CH:23][CH:22]=[CH:21][CH:20]=1.[C:25]([O:29][C:30](O[C:30]([O:29][C:25]([CH3:28])([CH3:27])[CH3:26])=[O:31])=[O:31])([CH3:28])([CH3:27])[CH3:26]. (4) The reactants are [C:1]1([C:17]([O:19][CH3:20])=[O:18])[N:2]=[CH:3][N:4]2[CH2:9][CH2:8][N:7]([C:10]([O:12][C:13]([CH3:16])([CH3:15])[CH3:14])=[O:11])[CH2:6][C:5]=12.C1C(=O)N([Br:28])C(=O)C1. The catalyst is C(#N)C.C(Cl)Cl. The product is [Br:28][C:3]1[N:4]2[CH2:9][CH2:8][N:7]([C:10]([O:12][C:13]([CH3:14])([CH3:15])[CH3:16])=[O:11])[CH2:6][C:5]2=[C:1]([C:17]([O:19][CH3:20])=[O:18])[N:2]=1. The yield is 0.950. (5) The reactants are [NH2:1][C:2]1[C:11]2[C:6](=[C:7](I)[CH:8]=[CH:9][CH:10]=2)[N:5]=[N:4][C:3]=1[C:13]([NH:15][CH2:16][CH2:17][CH3:18])=[O:14].C(=O)(O)[O-].[Na+].O.[CH3:25][O:26][C:27]1[CH:32]=[CH:31][N:30]=[CH:29][C:28]=1B(O)O. The catalyst is COCCOC.C(Cl)Cl.C1C=CC([P]([Pd]([P](C2C=CC=CC=2)(C2C=CC=CC=2)C2C=CC=CC=2)([P](C2C=CC=CC=2)(C2C=CC=CC=2)C2C=CC=CC=2)[P](C2C=CC=CC=2)(C2C=CC=CC=2)C2C=CC=CC=2)(C2C=CC=CC=2)C2C=CC=CC=2)=CC=1. The product is [NH2:1][C:2]1[C:11]2[C:6](=[C:7]([C:28]3[CH:29]=[N:30][CH:31]=[CH:32][C:27]=3[O:26][CH3:25])[CH:8]=[CH:9][CH:10]=2)[N:5]=[N:4][C:3]=1[C:13]([NH:15][CH2:16][CH2:17][CH3:18])=[O:14]. The yield is 0.602. (6) The reactants are [CH3:1][C:2]([C:4]1[CH:5]=[CH:6][C:7]([OH:11])=[CH:8][C:9]=1[OH:10])=[O:3].[OH-].[Na+].[Cl:14][O-].[Na+].Cl. The catalyst is O. The product is [Cl:14][C:8]1[C:9]([OH:10])=[C:4]([C:2](=[O:3])[CH3:1])[CH:5]=[CH:6][C:7]=1[OH:11]. The yield is 0.650.